Dataset: Full USPTO retrosynthesis dataset with 1.9M reactions from patents (1976-2016). Task: Predict the reactants needed to synthesize the given product. (1) Given the product [CH2:13]([N:10]([CH2:11][CH3:12])[CH2:9][CH2:8][N:6]1[CH2:7][CH2:2][C:3]2[NH:18][C:17]([CH:19]=[C:20]3[C:28]4[C:23](=[CH:24][CH:25]=[C:26]([F:29])[CH:27]=4)[NH:22][C:21]3=[O:30])=[C:16]([CH2:31][OH:50])[C:4]=2[C:5]1=[O:15])[CH3:14], predict the reactants needed to synthesize it. The reactants are: Br[CH:2]1[CH2:7][N:6]([CH2:8][CH2:9][N:10]([CH2:13][CH3:14])[CH2:11][CH3:12])[C:5](=[O:15])[C:4]2[C:16]([CH3:31])=[C:17]([CH:19]=[C:20]3[C:28]4[C:23](=[CH:24][CH:25]=[C:26]([F:29])[CH:27]=4)[NH:22][C:21]3=[O:30])[NH:18][C:3]1=2.BrCC1C2C(=[O:50])N(CCN(CC)CC)CCC=2NC=1C=C1C2C(=CC=C(F)C=2)NC1=O.C(=O)([O-])[O-].[K+].[K+].O. (2) Given the product [CH3:2][S:3][C:4]1[N:9]=[C:8]([C:10]2[S:14][C:13]([S:15]([Zn:1])(=[O:17])=[O:16])=[CH:12][CH:11]=2)[CH:7]=[CH:6][N:5]=1, predict the reactants needed to synthesize it. The reactants are: [Zn:1].[CH3:2][S:3][C:4]1[N:9]=[C:8]([C:10]2[S:14][C:13]([S:15](Cl)(=[O:17])=[O:16])=[CH:12][CH:11]=2)[CH:7]=[CH:6][N:5]=1.O. (3) Given the product [ClH:1].[ClH:1].[CH3:32][N:33]1[CH2:38][CH2:37][N:36]([CH:30]2[CH2:29][CH2:28][CH2:27][CH2:26][C:25]2([CH:11]([C:12]2[CH:17]=[CH:16][C:15]([O:18][C:19]3[CH:24]=[CH:23][CH:22]=[CH:21][CH:20]=3)=[CH:14][CH:13]=2)[CH3:10])[OH:31])[CH2:35][CH2:34]1, predict the reactants needed to synthesize it. The reactants are: [ClH:1].Cl.CN1CCN([CH2:10][CH:11]([C:25]2([OH:31])[CH2:30][CH2:29][CH2:28][CH2:27][CH2:26]2)[C:12]2[CH:17]=[CH:16][C:15]([O:18][C:19]3[CH:24]=[CH:23][CH:22]=[CH:21][CH:20]=3)=[CH:14][CH:13]=2)CC1.[CH3:32][N:33]1[CH2:38][CH2:37][N:36](C(=O)C(C2(O)CCCCC2)C2C=CC(OC3C=CC=CC=3)=CC=2)[CH2:35][CH2:34]1. (4) Given the product [CH3:38][N:39]1[C:43]([C:8]2[C:9]3[N:10]([C@H:24]([C:31]4[CH:32]=[CH:33][CH:34]=[CH:35][CH:36]=4)[CH:25]4[CH2:30][CH2:29][O:28][CH2:27][CH2:26]4)[C:11]4[CH:12]=[C:13]([C:20]([O:22][CH3:23])=[O:21])[CH:14]=[CH:15][C:16]=4[C:17]=3[N:18]=[CH:19][CH:7]=2)=[C:42]([CH3:61])[N:41]=[N:40]1, predict the reactants needed to synthesize it. The reactants are: CN1C([C:7]2[CH:19]=[N:18][C:17]3[C:16]4[CH:15]=[CH:14][C:13]([C:20]([O:22][CH3:23])=[O:21])=[CH:12][C:11]=4[N:10]([C@H:24]([C:31]4[CH:36]=[CH:35][CH:34]=[CH:33][CH:32]=4)[CH:25]4[CH2:30][CH2:29][O:28][CH2:27][CH2:26]4)[C:9]=3[CH:8]=2)=C(C)N=N1.[CH3:38][N:39]1[C:43](C2C3NC4C=C(C(OC)=O)C=CC=4C=3N=CC=2)=[C:42]([CH3:61])[N:41]=[N:40]1. (5) Given the product [CH2:1]([O:8][C:9]1[CH:10]=[C:11]([C:2]2[CH:7]=[CH:6][C:5]([C:30]#[N:27])=[CH:4][C:3]=2[O:24][CH2:14][CH2:9][CH2:10][CH2:18][OH:21])[CH:12]=[CH:13][CH:14]=1)[C:2]1[CH:7]=[CH:6][CH:5]=[CH:4][CH:3]=1, predict the reactants needed to synthesize it. The reactants are: [CH2:1]([O:8][C:9]1[CH:10]=[C:11](B(O)O)[CH:12]=[CH:13][CH:14]=1)[C:2]1[CH:7]=[CH:6][CH:5]=[CH:4][CH:3]=1.[C:18](=[O:21])([O-])[O-].[Na+].[Na+].[OH2:24].Cl.C[N:27]([CH3:30])C=O. (6) Given the product [Si:16]([O:6][CH2:1][CH2:2][CH:3]([OH:5])[CH3:4])([C:12]([CH3:15])([CH3:14])[CH3:13])([CH3:18])[CH3:17], predict the reactants needed to synthesize it. The reactants are: [CH2:1]([OH:6])[CH2:2][CH:3]([OH:5])[CH3:4].N1C=CN=C1.[C:12]([Si:16](Cl)([CH3:18])[CH3:17])([CH3:15])([CH3:14])[CH3:13].CCOCC. (7) Given the product [CH2:1]([C:6]1[CH:7]=[CH:8][C:9]2[N:10]([C:12]([C:15]3[S:19][C:18]([C:20](=[O:22])[CH3:21])=[CH:17][CH:16]=3)=[CH:13][N:14]=2)[N:11]=1)[CH2:2][CH2:3][CH2:4][CH3:5], predict the reactants needed to synthesize it. The reactants are: [C:1]([C:6]1[CH:7]=[CH:8][C:9]2[N:10]([C:12]([C:15]3[S:19][C:18]([C:20](=[O:22])[CH3:21])=[CH:17][CH:16]=3)=[CH:13][N:14]=2)[N:11]=1)#[C:2][CH2:3][CH2:4][CH3:5].